This data is from Catalyst prediction with 721,799 reactions and 888 catalyst types from USPTO. The task is: Predict which catalyst facilitates the given reaction. (1) Reactant: Cl[C:2]1[C:3]2[C:4](=[N:9][NH:10][CH:11]=2)[N:5]=[C:6]([Cl:8])[N:7]=1.[Cl:12][C:13]1[C:18]([CH2:19][NH2:20])=[C:17]([F:21])[C:16]([O:22][CH3:23])=[CH:15][CH:14]=1.CCN(C(C)C)C(C)C. Product: [Cl:8][C:6]1[N:7]=[C:2]([NH:20][CH2:19][C:18]2[C:13]([Cl:12])=[CH:14][CH:15]=[C:16]([O:22][CH3:23])[C:17]=2[F:21])[C:3]2[C:4](=[N:9][NH:10][CH:11]=2)[N:5]=1. The catalyst class is: 51. (2) Reactant: [F:1][C:2]1[CH:10]=[CH:9][CH:8]=[C:7]2[C:3]=1[CH2:4][CH:5]([NH:12]C(=O)OC(C)(C)C)[CH:6]2[OH:11].C(O)(C(F)(F)F)=O. Product: [NH2:12][CH:5]1[CH2:4][C:3]2[C:7](=[CH:8][CH:9]=[CH:10][C:2]=2[F:1])[CH:6]1[OH:11]. The catalyst class is: 2. (3) Reactant: [CH2:1]([N:8]1[CH2:13][CH:12]([CH2:14]OS(C)(=O)=O)[CH2:11][CH:10]([C:20]2[CH:25]=[C:24]([CH2:26][O:27][CH2:28][O:29][CH3:30])[CH:23]=[C:22]([O:31]C)[N:21]=2)[CH2:9]1)[C:2]1[CH:7]=[CH:6][CH:5]=[CH:4][CH:3]=1. Product: [CH2:1]([N:8]1[CH2:13][CH:12]2[CH2:11][CH:10]([C:20]3[N:21]([C:22](=[O:31])[CH:23]=[C:24]([CH2:26][O:27][CH2:28][O:29][CH3:30])[CH:25]=3)[CH2:14]2)[CH2:9]1)[C:2]1[CH:3]=[CH:4][CH:5]=[CH:6][CH:7]=1. The catalyst class is: 11. (4) Reactant: [CH3:1][N:2]1[C:6]([CH3:7])=[C:5]([N+:8]([O-])=O)[C:4]([CH3:11])=[N:3]1.Cl.O. Product: [CH3:1][N:2]1[C:6]([CH3:7])=[C:5]([NH2:8])[C:4]([CH3:11])=[N:3]1. The catalyst class is: 447.